From a dataset of Reaction yield outcomes from USPTO patents with 853,638 reactions. Predict the reaction yield, written as a fraction of the theoretical maximum amount of product (1.0 means a 100% yield; for example, 0.34 means a 34% yield). (1) The reactants are I[C:2]1[CH:3]=[C:4]([C:8]2[N:9]=[N:10][N:11]([CH2:13][CH2:14][CH2:15][N:16]3[CH2:21][CH2:20][CH2:19][CH:18]([C:22]([OH:24])=[O:23])[CH2:17]3)[N:12]=2)[CH:5]=[CH:6][CH:7]=1.[F:25][C:26]1[CH:31]=[CH:30][C:29]([CH2:32][C:33]#[CH:34])=[CH:28][CH:27]=1.C(N(C(C)C)CC)(C)C.Cl. The catalyst is CN(C=O)C.C1(P(C2C=CC=CC=2)C2C=CC=CC=2)C=CC=CC=1.C1(P(C2C=CC=CC=2)C2C=CC=CC=2)C=CC=CC=1.C1(P(C2C=CC=CC=2)C2C=CC=CC=2)C=CC=CC=1.C1(P(C2C=CC=CC=2)C2C=CC=CC=2)C=CC=CC=1.[Pd].[Cu]I. The product is [F:25][C:26]1[CH:31]=[CH:30][C:29]([CH2:32][C:33]#[C:34][C:2]2[CH:3]=[C:4]([C:8]3[N:9]=[N:10][N:11]([CH2:13][CH2:14][CH2:15][N:16]4[CH2:21][CH2:20][CH2:19][CH:18]([C:22]([OH:24])=[O:23])[CH2:17]4)[N:12]=3)[CH:5]=[CH:6][CH:7]=2)=[CH:28][CH:27]=1. The yield is 0.180. (2) The reactants are [C:1]([N:20]1[CH:24]=[N:23][C:22]([C:25](O)=[O:26])=[N:21]1)([C:14]1[CH:19]=[CH:18][CH:17]=[CH:16][CH:15]=1)([C:8]1[CH:13]=[CH:12][CH:11]=[CH:10][CH:9]=1)[C:2]1[CH:7]=[CH:6][CH:5]=[CH:4][CH:3]=1.O.ON1C2C=CC=CC=2N=N1.Cl.[NH2:40][C:41]1[N:46]([CH2:47][CH2:48][CH2:49][CH3:50])[C:45](=[O:51])[N:44]([CH2:52][C:53]2[CH:58]=[CH:57][CH:56]=[CH:55][C:54]=2[F:59])[C:43](=[O:60])[C:42]=1[NH:61][C:62](=[O:71])[CH2:63][C:64]1[CH:69]=[CH:68][C:67]([NH2:70])=[CH:66][CH:65]=1.C(N(CC)C(C)C)(C)C. The catalyst is CN(C)C=O. The product is [NH2:40][C:41]1[N:46]([CH2:47][CH2:48][CH2:49][CH3:50])[C:45](=[O:51])[N:44]([CH2:52][C:53]2[CH:58]=[CH:57][CH:56]=[CH:55][C:54]=2[F:59])[C:43](=[O:60])[C:42]=1[NH:61][C:62]([CH2:63][C:64]1[CH:65]=[CH:66][C:67]([NH:70][C:25]([C:22]2[N:23]=[CH:24][N:20]([C:1]([C:2]3[CH:7]=[CH:6][CH:5]=[CH:4][CH:3]=3)([C:8]3[CH:9]=[CH:10][CH:11]=[CH:12][CH:13]=3)[C:14]3[CH:19]=[CH:18][CH:17]=[CH:16][CH:15]=3)[N:21]=2)=[O:26])=[CH:68][CH:69]=1)=[O:71]. The yield is 0.680.